From a dataset of Forward reaction prediction with 1.9M reactions from USPTO patents (1976-2016). Predict the product of the given reaction. (1) Given the reactants [NH2:1][C:2]1[N:7]=[CH:6][C:5]([C:8]2[NH:12][C:11]([C@H:13]3[N:21]4[C:16](=[CH:17][C:18]([C:23]5[CH:28]=[C:27]([Cl:29])[CH:26]=[CH:25][C:24]=5[N:30]5[CH:34]=[N:33][N:32]=[N:31]5)=[CH:19][C:20]4=[O:22])[CH2:15][CH2:14]3)=[N:10][C:9]=2[CH3:35])=[CH:4][CH:3]=1.Cl[C:37]([O:39][CH3:40])=[O:38], predict the reaction product. The product is: [CH3:40][O:39][C:37](=[O:38])[NH:1][C:2]1[CH:3]=[CH:4][C:5]([C:8]2[NH:12][C:11]([C@H:13]3[N:21]4[C:16](=[CH:17][C:18]([C:23]5[CH:28]=[C:27]([Cl:29])[CH:26]=[CH:25][C:24]=5[N:30]5[CH:34]=[N:33][N:32]=[N:31]5)=[CH:19][C:20]4=[O:22])[CH2:15][CH2:14]3)=[N:10][C:9]=2[CH3:35])=[CH:6][N:7]=1. (2) The product is: [CH3:33][C:29]([CH3:34])([CH2:28][C:8]1[N:7]([CH2:6][C:5]2[CH:35]=[CH:36][C:2]([B:37]3[O:41][C:40]([CH3:43])([CH3:42])[C:39]([CH3:45])([CH3:44])[O:38]3)=[CH:3][CH:4]=2)[C:11]2[CH:12]=[CH:13][C:14]([O:16][CH2:17][C:18]3[CH:27]=[CH:26][C:25]4[C:20](=[CH:21][CH:22]=[CH:23][CH:24]=4)[N:19]=3)=[CH:15][C:10]=2[N:9]=1)[C:30]([OH:32])=[O:31]. Given the reactants Br[C:2]1[CH:36]=[CH:35][C:5]([CH2:6][N:7]2[C:11]3[CH:12]=[CH:13][C:14]([O:16][CH2:17][C:18]4[CH:27]=[CH:26][C:25]5[C:20](=[CH:21][CH:22]=[CH:23][CH:24]=5)[N:19]=4)=[CH:15][C:10]=3[N:9]=[C:8]2[CH2:28][C:29]([CH3:34])([CH3:33])[C:30]([OH:32])=[O:31])=[CH:4][CH:3]=1.[B:37]1([B:37]2[O:41][C:40]([CH3:43])([CH3:42])[C:39]([CH3:45])([CH3:44])[O:38]2)[O:41][C:40]([CH3:43])([CH3:42])[C:39]([CH3:45])([CH3:44])[O:38]1.CC([O-])=O.[K+], predict the reaction product. (3) Given the reactants [CH2:1]([S:4][C@:5]1([C:28]2[CH:33]=[CH:32][C:31]([C:34]3[CH:39]=[CH:38][CH:37]=[CH:36][CH:35]=3)=[CH:30][CH:29]=2)[CH2:9][N:8]([C:10](=[O:24])[C@@H:11]([NH:16][C:17]([O:19][C:20]([CH3:23])([CH3:22])[CH3:21])=[O:18])[C:12]([CH3:15])([CH3:14])[CH3:13])[C@H:7]([C:25](O)=[O:26])[CH2:6]1)[CH:2]=[CH2:3].[NH2:40][C@:41]1([C:46]([NH:48][S:49]([CH:52]2[CH2:54][CH2:53]2)(=[O:51])=[O:50])=[O:47])[CH2:43][C@H:42]1[CH:44]=[CH2:45].CC1C=CC(S(O)(=O)=O)=CC=1.CN(C(ON1N=NC2C=CC=NC1=2)=[N+](C)C)C.F[P-](F)(F)(F)(F)F.C(N(CC)C(C)C)(C)C, predict the reaction product. The product is: [CH2:1]([S:4][C@:5]1([C:28]2[CH:29]=[CH:30][C:31]([C:34]3[CH:39]=[CH:38][CH:37]=[CH:36][CH:35]=3)=[CH:32][CH:33]=2)[CH2:9][N:8]([C:10](=[O:24])[C@@H:11]([NH:16][C:17](=[O:18])[O:19][C:20]([CH3:23])([CH3:22])[CH3:21])[C:12]([CH3:13])([CH3:14])[CH3:15])[C@H:7]([C:25](=[O:26])[NH:40][C@:41]2([C:46](=[O:47])[NH:48][S:49]([CH:52]3[CH2:54][CH2:53]3)(=[O:51])=[O:50])[CH2:43][C@H:42]2[CH:44]=[CH2:45])[CH2:6]1)[CH:2]=[CH2:3]. (4) Given the reactants C(OC(=O)[NH:7][C:8]1[CH:13]=[CH:12][C:11]([C:14]([F:17])([F:16])[F:15])=[CH:10][C:9]=1[NH2:18])(C)(C)C.C(O[C:25](=[O:42])[CH2:26][C:27]([C:29]1[CH:34]=[CH:33][CH:32]=[C:31]([C:35]2[CH:40]=[C:39]([CH3:41])[N:38]=[CH:37][N:36]=2)[CH:30]=1)=O)(C)(C)C, predict the reaction product. The product is: [CH3:41][C:39]1[N:38]=[CH:37][N:36]=[C:35]([C:31]2[CH:30]=[C:29]([C:27]3[CH2:26][C:25](=[O:42])[NH:18][C:9]4[CH:10]=[C:11]([C:14]([F:15])([F:16])[F:17])[CH:12]=[CH:13][C:8]=4[N:7]=3)[CH:34]=[CH:33][CH:32]=2)[CH:40]=1.